Dataset: Reaction yield outcomes from USPTO patents with 853,638 reactions. Task: Predict the reaction yield, written as a fraction of the theoretical maximum amount of product (1.0 means a 100% yield; for example, 0.34 means a 34% yield). (1) The reactants are [Br:1][C:2]1[CH:7]=[CH:6][C:5]([NH:8][C:9]2[C:10]([C:18](O)=O)=[CH:11][N:12]([CH3:17])[C:13](=[O:16])[C:14]=2[F:15])=[C:4]([F:21])[CH:3]=1.CCN=C=NCCCN(C)C.C1C=CC2N(O)N=NC=2C=1.[NH2:43][NH:44][C:45]([NH2:47])=[S:46].CCN(CC)CC.C1C=CC(P(C2C=CC=CC=2)C2C=CC=CC=2)=CC=1.C(Cl)(Cl)(Cl)Cl. The catalyst is CN(C=O)C.[NH4+].[Cl-].C(OCC)(=O)C.CC#N.C(Cl)Cl. The product is [NH2:47][C:45]1[S:46][C:18]([C:10]2[C:9]([NH:8][C:5]3[CH:6]=[CH:7][C:2]([Br:1])=[CH:3][C:4]=3[F:21])=[C:14]([F:15])[C:13](=[O:16])[N:12]([CH3:17])[CH:11]=2)=[N:43][N:44]=1. The yield is 0.330. (2) The catalyst is CC(O)C.CC#N.C(O)(=O)C. The yield is 0.784. The product is [NH:9]([C:29]1[C:38]2[C:33](=[CH:34][C:35]([F:42])=[C:36]([N+:39]([O-:41])=[O:40])[CH:37]=2)[N:32]=[CH:31][N:30]=1)[C:4]1[CH:5]=[CH:6][CH:7]=[CH:2][CH:3]=1. The reactants are Cl[C:2]1[CH:3]=[C:4]([NH2:9])[CH:5]=[CH:6][C:7]=1F.COC1C=C(C=CC=1OC)C=O.C([BH3-])#N.[Na+].[OH-].[Na+].Cl[C:29]1[NH:30][CH2:31][N:32]=[C:33]2[C:38]=1[CH:37]=[C:36]([N+:39]([O-:41])=[O:40])[C:35]([F:42])=[CH:34]2.C([O-])([O-])=O.[K+].[K+]. (3) The reactants are [CH3:1][O:2][C:3]1[CH:4]=[C:5]2[C:9](=[CH:10][C:11]=1[N+:12]([O-:14])=[O:13])[NH:8][CH2:7][CH2:6]2.C(N(C(C)C)CC)(C)C.Br[CH2:25][C:26](Cl)=[O:27].C(=O)([O-])[O-].[K+].[K+].[CH:35]([N:38]1[CH2:43][CH2:42][NH:41][CH2:40][CH2:39]1)([CH3:37])[CH3:36]. The catalyst is ClCCl. The product is [CH3:36][CH:35]([N:38]1[CH2:43][CH2:42][N:41]([CH2:25][C:26]([N:8]2[C:9]3[C:5](=[CH:4][C:3]([O:2][CH3:1])=[C:11]([N+:12]([O-:14])=[O:13])[CH:10]=3)[CH2:6][CH2:7]2)=[O:27])[CH2:40][CH2:39]1)[CH3:37]. The yield is 0.640. (4) The reactants are Br[C:2]1[C:10]2[C:9]([NH2:11])=[N:8][CH:7]=[N:6][C:5]=2[N:4]([CH2:12][CH2:13][N:14]2[CH2:19][CH2:18][O:17][CH2:16][CH2:15]2)[CH:3]=1.[F:20][C:21]1[CH:26]=[CH:25][C:24]([F:27])=[CH:23][C:22]=1[CH2:28][C:29]([N:31]1[C:39]2[C:34](=[CH:35][C:36](B3OC(C)(C)C(C)(C)O3)=[CH:37][CH:38]=2)[CH2:33][CH2:32]1)=[O:30].C([O-])(O)=O.[Na+].N#N. The catalyst is O.C1C=CC([P]([Pd]([P](C2C=CC=CC=2)(C2C=CC=CC=2)C2C=CC=CC=2)([P](C2C=CC=CC=2)(C2C=CC=CC=2)C2C=CC=CC=2)[P](C2C=CC=CC=2)(C2C=CC=CC=2)C2C=CC=CC=2)(C2C=CC=CC=2)C2C=CC=CC=2)=CC=1.O1CCOCC1. The product is [F:20][C:21]1[CH:26]=[CH:25][C:24]([F:27])=[CH:23][C:22]=1[CH2:28][C:29]([N:31]1[C:39]2[C:34](=[CH:35][C:36]([C:2]3[C:10]4[C:9]([NH2:11])=[N:8][CH:7]=[N:6][C:5]=4[N:4]([CH2:12][CH2:13][N:14]4[CH2:19][CH2:18][O:17][CH2:16][CH2:15]4)[CH:3]=3)=[CH:37][CH:38]=2)[CH2:33][CH2:32]1)=[O:30]. The yield is 0.478. (5) The reactants are [CH:1]1[C:6]([OH:7])=[CH:5][CH:4]=[C:3]([CH3:8])[CH:2]=1.[OH-].[Na+].[CH:11](O)([OH:16])[C:12]([F:15])([F:14])[F:13]. The catalyst is O. The product is [F:13][C:12]([F:15])([F:14])[CH:11]([C:1]1[CH:2]=[C:3]([CH3:8])[CH:4]=[CH:5][C:6]=1[OH:7])[OH:16]. The yield is 0.880. (6) The yield is 0.550. The reactants are [CH3:1][O:2][C:3]1[C:14]([O:15][CH3:16])=[CH:13][C:6]2[S:7][C:8]([C:10]([OH:12])=O)=[CH:9][C:5]=2[CH:4]=1.C(Cl)(=O)C(Cl)=O.[NH2:23][C:24]1[CH:33]=[CH:32][CH:31]=[CH:30][C:25]=1[C:26]([O:28][CH3:29])=[O:27].CCN(CC)CC.COC1C(OC)=CC2SC(C(Cl)=O)=CC=2C=1. The product is [CH3:1][O:2][C:3]1[C:14]([O:15][CH3:16])=[CH:13][C:6]2[S:7][C:8]([C:10]([NH:23][C:24]3[CH:33]=[CH:32][CH:31]=[CH:30][C:25]=3[C:26]([O:28][CH3:29])=[O:27])=[O:12])=[CH:9][C:5]=2[CH:4]=1. The catalyst is C(Cl)Cl.CN(C=O)C. (7) The product is [CH3:1][O:2][C:3]1[CH:4]=[C:5]([S:20]([O-:23])(=[O:21])=[O:22])[CH:6]=[CH:7][C:8]=1[O:9][S:10]([C:13]1[CH:14]=[CH:15][C:16]([CH3:19])=[CH:17][CH:18]=1)(=[O:11])=[O:12].[C:39]1([S+:32]([C:26]2[CH:27]=[CH:28][CH:29]=[CH:30][CH:31]=2)[C:33]2[CH:38]=[CH:37][CH:36]=[CH:35][CH:34]=2)[CH:40]=[CH:41][CH:42]=[CH:43][CH:44]=1. The reactants are [CH3:1][O:2][C:3]1[CH:4]=[C:5]([S:20]([O-:23])(=[O:22])=[O:21])[CH:6]=[CH:7][C:8]=1[O:9][S:10]([C:13]1[CH:18]=[CH:17][C:16]([CH3:19])=[CH:15][CH:14]=1)(=[O:12])=[O:11].[Na+].[Cl-].[C:26]1([S+:32]([C:39]2[CH:44]=[CH:43][CH:42]=[CH:41][CH:40]=2)[C:33]2[CH:38]=[CH:37][CH:36]=[CH:35][CH:34]=2)[CH:31]=[CH:30][CH:29]=[CH:28][CH:27]=1. The catalyst is ClCCl. The yield is 0.560. (8) The reactants are [Cl:1][C:2]1[CH:7]=[CH:6][C:5]([N:8]([C:12]2[CH:17]=[CH:16][CH:15]=[CH:14][C:13]=2[C:18]([F:21])([F:20])[F:19])[C:9](=[O:11])[NH2:10])=[CH:4][C:3]=1C(O)=O.[NH2:25][C:26]1[CH:27]=[N:28][CH:29]=[CH:30][CH:31]=1.C(Cl)Cl.CS(C)=O.[CH2:39]1[CH2:43][O:42][CH2:41][CH2:40]1. The catalyst is ClCCCl. The product is [Cl:1][C:2]1([C:9](=[O:11])[NH:8][C:5]2[CH:6]=[CH:41][CH:40]=[C:39]([C:43](=[O:42])[NH:25][C:26]3[CH:27]=[N:28][CH:29]=[CH:30][CH:31]=3)[CH:4]=2)[CH:7]=[CH:6][C:5]([N:8]([C:12]2[CH:17]=[CH:16][CH:15]=[CH:14][C:13]=2[C:18]([F:20])([F:21])[F:19])[C:9](=[O:11])[NH2:10])=[CH:4][CH2:3]1. The yield is 0.590.